Dataset: Peptide-MHC class II binding affinity with 134,281 pairs from IEDB. Task: Regression. Given a peptide amino acid sequence and an MHC pseudo amino acid sequence, predict their binding affinity value. This is MHC class II binding data. (1) The peptide sequence is IAPIMFSNKMARLGK. The MHC is DRB1_0901 with pseudo-sequence DRB1_0901. The binding affinity (normalized) is 0.305. (2) The peptide sequence is LRLSALRGLFSAVIE. The MHC is HLA-DPA10201-DPB10101 with pseudo-sequence HLA-DPA10201-DPB10101. The binding affinity (normalized) is 0.547. (3) The peptide sequence is EKKYFAATQFEPLYA. The MHC is DRB1_1602 with pseudo-sequence DRB1_1602. The binding affinity (normalized) is 0.636. (4) The peptide sequence is DKCPSTGEAHLAEEN. The MHC is DRB3_0202 with pseudo-sequence DRB3_0202. The binding affinity (normalized) is 0.